This data is from Reaction yield outcomes from USPTO patents with 853,638 reactions. The task is: Predict the reaction yield, written as a fraction of the theoretical maximum amount of product (1.0 means a 100% yield; for example, 0.34 means a 34% yield). The reactants are [Br:1][C:2]1[N:7]=[CH:6][C:5]([NH2:8])=[C:4]([NH:9][CH3:10])[CH:3]=1.[CH:11](OCC)(OCC)OCC. No catalyst specified. The product is [Br:1][C:2]1[N:7]=[CH:6][C:5]2[N:8]=[CH:10][N:9]([CH3:11])[C:4]=2[CH:3]=1. The yield is 0.610.